From a dataset of Peptide-MHC class I binding affinity with 185,985 pairs from IEDB/IMGT. Regression. Given a peptide amino acid sequence and an MHC pseudo amino acid sequence, predict their binding affinity value. This is MHC class I binding data. (1) The peptide sequence is FQRALIFIL. The MHC is HLA-A02:06 with pseudo-sequence HLA-A02:06. The binding affinity (normalized) is 0.739. (2) The peptide sequence is AHAGARVNL. The MHC is HLA-B08:01 with pseudo-sequence HLA-B08:01. The binding affinity (normalized) is 0.213. (3) The peptide sequence is FTRRFKFL. The MHC is H-2-Kb with pseudo-sequence H-2-Kb. The binding affinity (normalized) is 0.606.